Task: Predict the reactants needed to synthesize the given product.. Dataset: Full USPTO retrosynthesis dataset with 1.9M reactions from patents (1976-2016) (1) Given the product [C:14]([CH2:13][CH2:12][C:9]1[C:10]([CH3:11])=[C:6]([C:4]([OH:3])=[O:5])[NH:7][C:8]=1[CH:19]=[C:25]1[C:24]2[C:28](=[CH:29][CH:30]=[C:22]([Br:21])[CH:23]=2)[NH:27][C:26]1=[O:31])([OH:16])=[O:15], predict the reactants needed to synthesize it. The reactants are: C([O:3][C:4]([C:6]1[NH:7][C:8]([CH:19]=O)=[C:9]([CH2:12][CH2:13][C:14]([O:16]CC)=[O:15])[C:10]=1[CH3:11])=[O:5])C.[Br:21][C:22]1[CH:23]=[C:24]2[C:28](=[CH:29][CH:30]=1)[NH:27][C:26](=[O:31])[CH2:25]2.[OH-].[K+]. (2) Given the product [C:11]([C:9]1[CH:10]=[C:5]2[N:4]=[CH:3][C:2]([C:16]#[C:15][C:17]3[CH:22]=[CH:21][N:20]=[CH:19][CH:18]=3)=[CH:7][N:6]2[N:8]=1)([CH3:14])([CH3:13])[CH3:12], predict the reactants needed to synthesize it. The reactants are: Br[C:2]1[CH:3]=[N:4][C:5]2[N:6]([N:8]=[C:9]([C:11]([CH3:14])([CH3:13])[CH3:12])[CH:10]=2)[CH:7]=1.[C:15]([C:17]1[CH:22]=[CH:21][N:20]=[CH:19][CH:18]=1)#[CH:16]. (3) The reactants are: [Cl:1][C:2]1[CH:3]=[C:4]2[C:9](=[CH:10][CH:11]=1)[CH:8]=[C:7]([S:12]([NH:15][C@@H:16]1[CH2:20][CH2:19][N:18]([C@H:21]([CH3:29])[C:22]([O:24]C(C)(C)C)=[O:23])[C:17]1=[O:30])(=[O:14])=[O:13])[CH:6]=[CH:5]2.Cl.Cl[CH2:33][CH2:34][N:35]1[CH2:40][CH2:39][O:38][CH2:37][CH2:36]1.C(=O)([O-])[O-].[K+].[K+].[C:47]([O:50][CH2:51][CH3:52])(=O)[CH3:48].C[N:54](C=O)C. Given the product [CH:22]([OH:24])=[O:23].[Cl:1][C:2]1[CH:3]=[C:4]2[C:9](=[CH:10][CH:11]=1)[CH:8]=[C:7]([S:12]([N:15]([C@H:16]1[CH2:20][CH2:19][N:18]([C@@H:21]([CH3:29])[C:22]([N:54]3[CH2:52][CH2:51][O:50][CH2:47][CH2:48]3)=[O:23])[C:17]1=[O:30])[CH2:33][CH2:34][N:35]1[CH2:40][CH2:39][O:38][CH2:37][CH2:36]1)(=[O:13])=[O:14])[CH:6]=[CH:5]2, predict the reactants needed to synthesize it. (4) Given the product [F:1][C:2]1[C:3]([C:8]2([C:13]#[N:14])[CH2:11][C:10](=[O:15])[CH2:9]2)=[N:4][CH:5]=[CH:6][CH:7]=1, predict the reactants needed to synthesize it. The reactants are: [F:1][C:2]1[C:3]([C:8]2([C:13]#[N:14])[CH2:11][C:10](=C)[CH2:9]2)=[N:4][CH:5]=[CH:6][CH:7]=1.[OH2:15]. (5) Given the product [N:13]1([CH2:2][C:3]2[CH:12]=[CH:11][C:6]([C:7]([O:9][CH3:10])=[O:8])=[CH:5][CH:4]=2)[CH2:18][CH2:17][O:16][CH2:15][CH2:14]1, predict the reactants needed to synthesize it. The reactants are: Br[CH2:2][C:3]1[CH:12]=[CH:11][C:6]([C:7]([O:9][CH3:10])=[O:8])=[CH:5][CH:4]=1.[NH:13]1[CH2:18][CH2:17][O:16][CH2:15][CH2:14]1.